Predict the product of the given reaction. From a dataset of Forward reaction prediction with 1.9M reactions from USPTO patents (1976-2016). (1) Given the reactants [CH:1]([O:4][CH:5]([C:7]1[CH:15]=[CH:14][C:10]([C:11]([OH:13])=O)=[CH:9][CH:8]=1)[CH3:6])([CH3:3])[CH3:2].CN(C(ON1N=NC2C=CC=NC1=2)=[N+](C)C)C.F[P-](F)(F)(F)(F)F.C(N(CC)CC)C.[NH2:47][CH2:48][C:49]1[C:50]([OH:57])=[N:51][C:52]([CH3:56])=[CH:53][C:54]=1[CH3:55], predict the reaction product. The product is: [OH:57][C:50]1[C:49]([CH2:48][NH:47][C:11](=[O:13])[C:10]2[CH:9]=[CH:8][C:7]([CH:5]([O:4][CH:1]([CH3:2])[CH3:3])[CH3:6])=[CH:15][CH:14]=2)=[C:54]([CH3:55])[CH:53]=[C:52]([CH3:56])[N:51]=1. (2) Given the reactants [F:1][C:2]([F:17])([F:16])[C:3]1[N:8]=[CH:7][C:6]([C@@H:9]2[CH2:11][C@H:10]2[C:12]([O:14]C)=[O:13])=[CH:5][CH:4]=1.Cl, predict the reaction product. The product is: [F:16][C:2]([F:1])([F:17])[C:3]1[N:8]=[CH:7][C:6]([C@@H:9]2[CH2:11][C@H:10]2[C:12]([OH:14])=[O:13])=[CH:5][CH:4]=1. (3) Given the reactants [CH3:1][N:2]1[CH2:7][CH2:6][N:5]([C:8]2[CH:15]=[CH:14][CH:13]=[CH:12][C:9]=2[C:10]#[N:11])[CH2:4][CH2:3]1.N, predict the reaction product. The product is: [CH3:1][N:2]1[CH2:7][CH2:6][N:5]([C:8]2[CH:15]=[CH:14][CH:13]=[CH:12][C:9]=2[CH2:10][NH2:11])[CH2:4][CH2:3]1. (4) Given the reactants [C:1]([N:8]1[CH:12]=[CH:11]N=C1)([N:3]1[CH:7]=[CH:6]N=C1)=[O:2].[C:13]1([O:19][C:20]([N:22]2[C:30]3[C:25](=[CH:26][CH:27]=C(N)C=3)[C:24]([CH3:33])([CH3:32])[CH2:23]2)=[O:21])[CH:18]=[CH:17][CH:16]=[CH:15][CH:14]=1.NC1C=[CH:51][C:38]([O:39][C:40]2[CH:45]=[CH:44][N:43]=[C:42]([NH:46][CH2:47][CH2:48][CH2:49][OH:50])[N:41]=2)=[CH:37][CH:36]=1, predict the reaction product. The product is: [C:13]1([O:19][C:20]([N:22]2[C:30]3[C:25](=[CH:26][CH:27]=[C:12]([NH:8][C:1]([NH:3][C:7]4[CH:6]=[CH:51][C:38]([O:39][C:40]5[CH:45]=[CH:44][N:43]=[C:42]([NH:46][CH2:47][CH2:48][CH2:49][OH:50])[N:41]=5)=[CH:37][CH:36]=4)=[O:2])[CH:11]=3)[C:24]([CH3:32])([CH3:33])[CH2:23]2)=[O:21])[CH:14]=[CH:15][CH:16]=[CH:17][CH:18]=1. (5) Given the reactants Cl[CH2:2][CH2:3][CH2:4][CH2:5][O:6][CH3:7].[Mg].[CH:9]12[CH2:15][CH:12]([CH:13]=[CH:14]1)[CH2:11][CH:10]2[CH:16]=[O:17].Cl, predict the reaction product. The product is: [OH:17][CH:16]([CH:10]1[CH2:11][CH:12]2[CH2:15][CH:9]1[CH:14]=[CH:13]2)[CH2:2][CH2:3][CH2:4][CH2:5][O:6][CH3:7]. (6) Given the reactants [F:1][C:2]([F:26])([C:10]([F:25])([F:24])[C:11]([F:23])([F:22])[C:12]([F:21])([F:20])[C:13]([F:19])([F:18])[C:14]([F:17])([F:16])[F:15])[CH2:3][CH2:4][CH2:5][CH2:6][CH2:7][CH2:8][OH:9].[C:27]1([CH3:37])[CH:32]=[CH:31][C:30]([S:33](Cl)(=[O:35])=[O:34])=[CH:29][CH:28]=1.O, predict the reaction product. The product is: [S:33]([C:30]1[CH:31]=[CH:32][C:27]([CH3:37])=[CH:28][CH:29]=1)([O:9][CH2:8][CH2:7][CH2:6][CH2:5][CH2:4][CH2:3][C:2]([F:26])([F:1])[C:10]([F:24])([F:25])[C:11]([F:22])([F:23])[C:12]([F:20])([F:21])[C:13]([F:18])([F:19])[C:14]([F:15])([F:16])[F:17])(=[O:35])=[O:34]. (7) Given the reactants [F:1][C:2]([F:13])([F:12])[C:3]([C:8]([F:11])([F:10])[F:9])([OH:7])[CH2:4][CH:5]=[CH2:6].[CH2:14]([O:16][SiH:17](OCC)[O:18][CH2:19][CH3:20])[CH3:15], predict the reaction product. The product is: [CH2:14]([O:16][Si:17]1([O:18][CH2:19][CH3:20])[CH2:6][CH:5]=[CH:4][C:3]([C:8]([F:9])([F:10])[F:11])([C:2]([F:12])([F:13])[F:1])[O:7]1)[CH3:15]. (8) Given the reactants [Cl:1][C:2]1[C:3]([S:32]([OH:35])(=O)=[O:33])=[N:4][CH:5]=[C:6]([C:17]([N:19]2[CH2:24][CH2:23][CH:22]([C:25]3[CH:30]=[CH:29][C:28]([F:31])=[CH:27][CH:26]=3)[CH2:21][CH2:20]2)=[O:18])[C:7]=1[NH:8][C:9]1[CH:14]=[CH:13][C:12]([F:15])=[CH:11][C:10]=1[CH3:16].[CH3:36][C:37]1[O:41][N:40]=[C:39]([NH2:42])[CH:38]=1, predict the reaction product. The product is: [Cl:1][C:2]1[C:3]([S:32]([NH:42][C:39]2[CH:38]=[C:37]([CH3:36])[O:41][N:40]=2)(=[O:35])=[O:33])=[N:4][CH:5]=[C:6]([C:17]([N:19]2[CH2:24][CH2:23][CH:22]([C:25]3[CH:30]=[CH:29][C:28]([F:31])=[CH:27][CH:26]=3)[CH2:21][CH2:20]2)=[O:18])[C:7]=1[NH:8][C:9]1[CH:14]=[CH:13][C:12]([F:15])=[CH:11][C:10]=1[CH3:16]. (9) The product is: [CH3:12][C:8]1[C:7]2[NH:13][CH2:2][CH2:3][CH2:4][O:5][C:6]=2[CH:11]=[CH:10][CH:9]=1. Given the reactants Br[CH2:2][CH2:3][CH2:4][O:5][C:6]1[CH:11]=[CH:10][CH:9]=[C:8]([CH3:12])[C:7]=1[NH2:13].C(=O)([O-])[O-].[K+].[K+], predict the reaction product. (10) The product is: [C:19]([O:23][C:24]([N:26]1[CH2:31][CH2:30][CH:29]2[CH:27]1[CH2:28]2)=[O:25])([CH3:22])([CH3:21])[CH3:20]. Given the reactants CN(CCN(C)C)C.C([Li])(CC)C.C1COCC1.[C:19]([O:23][C:24]([N:26]1[CH2:31][CH2:30][CH:29](Cl)[CH2:28][CH2:27]1)=[O:25])([CH3:22])([CH3:21])[CH3:20], predict the reaction product.